From a dataset of Forward reaction prediction with 1.9M reactions from USPTO patents (1976-2016). Predict the product of the given reaction. (1) Given the reactants [CH2:1]1[C:9]2[C:4](=[CH:5][CH:6]=[CH:7][CH:8]=2)[CH2:3][CH2:2]1.[Sn](Cl)(Cl)(Cl)Cl.[CH3:15][O:16]C(Cl)Cl, predict the reaction product. The product is: [CH2:1]1[C:9]2[C:4](=[CH:5][C:6]([CH:15]=[O:16])=[CH:7][CH:8]=2)[CH2:3][CH2:2]1. (2) Given the reactants Cl[C:2]1[N:7]=[CH:6][C:5]([S:8]([N:11]([CH2:14][CH3:15])[CH2:12][CH3:13])(=[O:10])=[O:9])=[CH:4][CH:3]=1.O.[NH2:17][NH2:18], predict the reaction product. The product is: [CH2:12]([N:11]([CH2:14][CH3:15])[S:8]([C:5]1[CH:6]=[N:7][C:2]([NH:17][NH2:18])=[CH:3][CH:4]=1)(=[O:10])=[O:9])[CH3:13]. (3) Given the reactants [C:1]([O:5][C:6](=[O:38])[C:7]([S:10][C:11]1[S:12][CH:13]=[C:14]([CH2:16][CH2:17][N:18]([C:31]2[CH:36]=[CH:35][C:34]([Cl:37])=[CH:33][CH:32]=2)S(C2C=CC=CC=2[N+]([O-])=O)(=O)=O)[N:15]=1)([CH3:9])[CH3:8])([CH3:4])([CH3:3])[CH3:2].C1(S)C=CC=CC=1.C(=O)([O-])[O-].[K+].[K+].O, predict the reaction product. The product is: [C:1]([O:5][C:6](=[O:38])[C:7]([S:10][C:11]1[S:12][CH:13]=[C:14]([CH2:16][CH2:17][NH:18][C:31]2[CH:32]=[CH:33][C:34]([Cl:37])=[CH:35][CH:36]=2)[N:15]=1)([CH3:9])[CH3:8])([CH3:2])([CH3:3])[CH3:4]. (4) Given the reactants [N:1]1([C:7]([N:9]2[CH2:14][CH:13]([C:15]3[CH:20]=[CH:19][C:18]([O:21][C:22]([F:25])([F:24])[F:23])=[CH:17][CH:16]=3)[CH2:12][CH:11]([C:26]([OH:28])=O)[CH2:10]2)=[O:8])[CH2:6][CH2:5][O:4][CH2:3][CH2:2]1.[C:29]1([C:35]([NH:37][NH2:38])=[O:36])[CH:34]=[CH:33][CH:32]=[CH:31][CH:30]=1, predict the reaction product. The product is: [N:1]1([C:7]([N:9]2[CH2:14][CH:13]([C:15]3[CH:20]=[CH:19][C:18]([O:21][C:22]([F:25])([F:23])[F:24])=[CH:17][CH:16]=3)[CH2:12][CH:11]([C:26]([NH:38][NH:37][C:35]([C:29]3[CH:34]=[CH:33][CH:32]=[CH:31][CH:30]=3)=[O:36])=[O:28])[CH2:10]2)=[O:8])[CH2:2][CH2:3][O:4][CH2:5][CH2:6]1.